From a dataset of Reaction yield outcomes from USPTO patents with 853,638 reactions. Predict the reaction yield, written as a fraction of the theoretical maximum amount of product (1.0 means a 100% yield; for example, 0.34 means a 34% yield). The reactants are Br[C:2]1[CH:24]=[CH:23][C:5]2[C:6]3[N:7]([CH:11]=[C:12]([C:14]4[N:18]([CH:19]([CH3:21])[CH3:20])[N:17]=[C:16]([NH2:22])[N:15]=4)[N:13]=3)[CH2:8][CH2:9][O:10][C:4]=2[CH:3]=1.P([O-])([O-])([O-])=O.[K+].[K+].[K+].[CH:33]1(B2OC(C)(C)C(C)(C)O2)[CH2:35][CH2:34]1. The catalyst is C1COCC1.O.CCOC(C)=O. The product is [CH:33]1([C:2]2[CH:24]=[CH:23][C:5]3[C:6]4[N:7]([CH:11]=[C:12]([C:14]5[N:18]([CH:19]([CH3:21])[CH3:20])[N:17]=[C:16]([NH2:22])[N:15]=5)[N:13]=4)[CH2:8][CH2:9][O:10][C:4]=3[CH:3]=2)[CH2:35][CH2:34]1. The yield is 0.140.